Dataset: Forward reaction prediction with 1.9M reactions from USPTO patents (1976-2016). Task: Predict the product of the given reaction. (1) The product is: [OH:1][C:2]1[CH:10]=[CH:9][C:5]([C:6]([O:8][C:6](=[O:7])[C:5]2[CH:9]=[CH:10][C:2]([OH:1])=[CH:3][CH:4]=2)=[O:7])=[CH:4][CH:3]=1. Given the reactants [OH:1][C:2]1[CH:10]=[CH:9][C:5]([C:6]([OH:8])=[O:7])=[CH:4][CH:3]=1, predict the reaction product. (2) Given the reactants [CH3:1][O:2][C:3]([C:5]1[S:6][C:7]([C:18]#[C:19][C:20]([CH3:23])([CH3:22])[CH3:21])=[CH:8][C:9]=1[NH:10][C:11]([O:13][C:14]([CH3:17])([CH3:16])[CH3:15])=[O:12])=[O:4].[N+:24](C1C=CC(C(ON)=O)=CC=1)([O-])=O, predict the reaction product. The product is: [CH3:1][O:2][C:3]([C:5]1[S:6][C:7]([C:18]#[C:19][C:20]([CH3:23])([CH3:22])[CH3:21])=[CH:8][C:9]=1[N:10]([C:11]([O:13][C:14]([CH3:15])([CH3:16])[CH3:17])=[O:12])[NH2:24])=[O:4]. (3) Given the reactants [C:1]1([N:9](Cl)C(=O)N(Cl)C(=O)N1Cl)=O.[Cl:13][C:14]1[CH:19]=[CH:18]C(SSC2C=CC(Cl)=CC=2)=[CH:16][CH:15]=1.C(OC(=O)CN1C2C(=C(NC(=O)C)C=CC=2)C=C1C)C.C(OC(=O)CN1C2C(=C(N(C(=O)C)C(=O)C)C=CC=2)C=C1C)C.C([O:74][C:75](=[O:99])[CH2:76][N:77]1[C:85]2[C:80](=[C:81]([NH:86][C:87](=[O:89])[CH3:88])[CH:82]=[CH:83][CH:84]=2)[C:79]([S:90]C2C=CC(Cl)=CC=2)=[C:78]1[CH3:98])C.C(OC(=O)CN1C2C(=C(N(C(=O)C)C(=O)C)C=CC=2)C(SC2C=CC(Cl)=CC=2)=C1C)C.[OH-:131].[Na+].[OH2:133], predict the reaction product. The product is: [C:87]([NH:86][C:81]1[CH:82]=[CH:83][CH:84]=[C:85]2[C:80]=1[C:79]([S:90](=[O:133])(=[O:131])[NH:9][C:1]1[CH:18]=[CH:19][C:14]([Cl:13])=[CH:15][CH:16]=1)=[C:78]([CH3:98])[N:77]2[CH2:76][C:75]([OH:74])=[O:99])(=[O:89])[CH3:88]. (4) Given the reactants [CH3:1][C:2]1[CH:7]=[C:6]([CH3:8])[CH:5]=[CH:4][C:3]=1[CH:9]([C:13]1[CH:18]=[CH:17][CH:16]=[CH:15][CH:14]=1)[C:10]([OH:12])=O.C(Cl)CCl.C1C=CC2N(O)N=NC=2C=1.[NH2:33][CH2:34][C:35]1[CH:40]=[CH:39][C:38]([OH:41])=[CH:37][CH:36]=1, predict the reaction product. The product is: [CH3:1][C:2]1[CH:7]=[C:6]([CH3:8])[CH:5]=[CH:4][C:3]=1[CH:9]([C:13]1[CH:18]=[CH:17][CH:16]=[CH:15][CH:14]=1)[C:10]([NH:33][CH2:34][C:35]1[CH:40]=[CH:39][C:38]([OH:41])=[CH:37][CH:36]=1)=[O:12]. (5) Given the reactants [CH3:1][O:2][C:3](=[O:49])[CH2:4][C@H:5]([O:41][Si](C(C)(C)C)(C)C)[CH2:6][C:7](=[O:40])[CH:8]=[CH:9][C:10]1[N:11]([CH:37]([CH3:39])[CH3:38])[C:12]([C:29]([N:31]2[CH2:36][CH2:35][CH2:34][CH2:33][CH2:32]2)=[O:30])=[C:13]([C:22]2[CH:27]=[CH:26][C:25]([F:28])=[CH:24][CH:23]=2)[C:14]=1[C:15]1[CH:20]=[CH:19][C:18]([F:21])=[CH:17][CH:16]=1.FC1C=CC(C2C(C3C=CC(F)=CC=3)=C(C(N3CCCCC3)=O)N(C(C)C)C=2C=O)=CC=1.F, predict the reaction product. The product is: [CH3:1][O:2][C:3](=[O:49])[CH2:4][C@H:5]([OH:41])[CH2:6][C:7](=[O:40])[CH:8]=[CH:9][C:10]1[N:11]([CH:37]([CH3:38])[CH3:39])[C:12]([C:29]([N:31]2[CH2:36][CH2:35][CH2:34][CH2:33][CH2:32]2)=[O:30])=[C:13]([C:22]2[CH:27]=[CH:26][C:25]([F:28])=[CH:24][CH:23]=2)[C:14]=1[C:15]1[CH:16]=[CH:17][C:18]([F:21])=[CH:19][CH:20]=1.